Regression. Given two drug SMILES strings and cell line genomic features, predict the synergy score measuring deviation from expected non-interaction effect. From a dataset of NCI-60 drug combinations with 297,098 pairs across 59 cell lines. (1) Drug 1: CCN(CC)CCCC(C)NC1=C2C=C(C=CC2=NC3=C1C=CC(=C3)Cl)OC. Drug 2: CC1=C(C(=O)C2=C(C1=O)N3CC4C(C3(C2COC(=O)N)OC)N4)N. Cell line: MDA-MB-231. Synergy scores: CSS=17.9, Synergy_ZIP=-9.45, Synergy_Bliss=-0.953, Synergy_Loewe=-5.49, Synergy_HSA=0.983. (2) Drug 1: C1C(C(OC1N2C=NC3=C(N=C(N=C32)Cl)N)CO)O. Drug 2: CS(=O)(=O)CCNCC1=CC=C(O1)C2=CC3=C(C=C2)N=CN=C3NC4=CC(=C(C=C4)OCC5=CC(=CC=C5)F)Cl. Cell line: NCI-H322M. Synergy scores: CSS=18.7, Synergy_ZIP=-7.97, Synergy_Bliss=-5.89, Synergy_Loewe=-19.9, Synergy_HSA=-10.4. (3) Drug 1: CC1=CC2C(CCC3(C2CCC3(C(=O)C)OC(=O)C)C)C4(C1=CC(=O)CC4)C. Cell line: SK-OV-3. Synergy scores: CSS=-0.221, Synergy_ZIP=-1.30, Synergy_Bliss=-3.54, Synergy_Loewe=-3.55, Synergy_HSA=-2.97. Drug 2: CC12CCC3C(C1CCC2O)C(CC4=C3C=CC(=C4)O)CCCCCCCCCS(=O)CCCC(C(F)(F)F)(F)F. (4) Drug 1: CC1=C(C=C(C=C1)C(=O)NC2=CC(=CC(=C2)C(F)(F)F)N3C=C(N=C3)C)NC4=NC=CC(=N4)C5=CN=CC=C5. Drug 2: CN(CCCl)CCCl.Cl. Cell line: BT-549. Synergy scores: CSS=22.7, Synergy_ZIP=-7.90, Synergy_Bliss=-3.06, Synergy_Loewe=-0.540, Synergy_HSA=0.892. (5) Drug 1: CC(CN1CC(=O)NC(=O)C1)N2CC(=O)NC(=O)C2. Cell line: NCI-H522. Synergy scores: CSS=34.5, Synergy_ZIP=-2.70, Synergy_Bliss=-0.338, Synergy_Loewe=1.61, Synergy_HSA=3.66. Drug 2: CCC1(C2=C(COC1=O)C(=O)N3CC4=CC5=C(C=CC(=C5CN(C)C)O)N=C4C3=C2)O.Cl. (6) Drug 1: CC12CCC(CC1=CCC3C2CCC4(C3CC=C4C5=CN=CC=C5)C)O. Drug 2: CCCCCOC(=O)NC1=NC(=O)N(C=C1F)C2C(C(C(O2)C)O)O. Cell line: HCC-2998. Synergy scores: CSS=-0.918, Synergy_ZIP=-4.31, Synergy_Bliss=-12.4, Synergy_Loewe=-18.2, Synergy_HSA=-14.3.